This data is from Catalyst prediction with 721,799 reactions and 888 catalyst types from USPTO. The task is: Predict which catalyst facilitates the given reaction. (1) Reactant: [I:1][C:2]1[CH:14]=[CH:13][C:12]2[C:11]3[C:6](=[CH:7][C:8]([I:15])=[CH:9][CH:10]=3)[NH:5][C:4]=2[CH:3]=1.C([O-])([O-])=O.[K+].[K+].Br[CH2:23][CH2:24][CH2:25][CH2:26][CH2:27][CH2:28][CH2:29][CH3:30]. Product: [CH2:23]([N:5]1[C:6]2[CH:7]=[C:8]([I:15])[CH:9]=[CH:10][C:11]=2[C:12]2[C:4]1=[CH:3][C:2]([I:1])=[CH:14][CH:13]=2)[CH2:24][CH2:25][CH2:26][CH2:27][CH2:28][CH2:29][CH3:30]. The catalyst class is: 3. (2) Reactant: Cl[C:2]1[CH:7]=[CH:6][N:5]=[C:4]2[N:8]([CH2:12][C:13]3[CH:18]=[CH:17][C:16]([O:19][CH3:20])=[CH:15][CH:14]=3)[N:9]=[C:10]([I:11])[C:3]=12.[O:21]([C:28]1[CH:34]=[CH:33][C:31]([NH2:32])=[CH:30][CH:29]=1)[C:22]1[CH:27]=[CH:26][CH:25]=[CH:24][CH:23]=1.C1(O)C=CC=CC=1. Product: [I:11][C:10]1[C:3]2[C:2]([NH:32][C:31]3[CH:30]=[CH:29][C:28]([O:21][C:22]4[CH:27]=[CH:26][CH:25]=[CH:24][CH:23]=4)=[CH:34][CH:33]=3)=[CH:7][CH:6]=[N:5][C:4]=2[N:8]([CH2:12][C:13]2[CH:18]=[CH:17][C:16]([O:19][CH3:20])=[CH:15][CH:14]=2)[N:9]=1. The catalyst class is: 425.